From a dataset of Forward reaction prediction with 1.9M reactions from USPTO patents (1976-2016). Predict the product of the given reaction. (1) Given the reactants [CH:1]1([NH2:6])[CH2:5][CH2:4][CH2:3][CH2:2]1.[C:7]([O:12][CH3:13])(=[O:11])[C:8]([CH3:10])=[CH2:9], predict the reaction product. The product is: [CH3:13][O:12][C:7](=[O:11])[CH:8]([CH3:10])[CH2:9][NH:6][CH:1]1[CH2:5][CH2:4][CH2:3][CH2:2]1. (2) Given the reactants Br[C:2]1[CH:3]=[C:4]2[C:9](=[CH:10][CH:11]=1)[C:8](=[O:12])[NH:7][N:6]=[C:5]2[Cl:13].Cl.[S:15]1[CH:19]=[CH:18][CH:17]=[C:16]1[C:20]1[CH:27]=[CH:26][CH:25]=[CH:24][C:21]=1[CH2:22][NH2:23].C1C=CC(P(C2C(C3C(P(C4C=CC=CC=4)C4C=CC=CC=4)=CC=C4C=3C=CC=C4)=C3C(C=CC=C3)=CC=2)C2C=CC=CC=2)=CC=1.CC([O-])(C)C.[Na+], predict the reaction product. The product is: [Cl:13][C:5]1[C:4]2[C:9](=[CH:10][CH:11]=[C:2]([NH:23][CH2:22][C:21]3[CH:24]=[CH:25][CH:26]=[CH:27][C:20]=3[C:16]3[S:15][CH:19]=[CH:18][CH:17]=3)[CH:3]=2)[C:8](=[O:12])[NH:7][N:6]=1. (3) Given the reactants [CH3:1][O:2][C:3]1[N:8]=[C:7]([CH2:9][NH2:10])[C:6]([CH2:11][CH:12]([CH3:14])[CH3:13])=[CH:5][CH:4]=1.[C:15]([O:18][CH2:19][C:20]1[CH:25]=[C:24]([C:26]([O:28][CH3:29])=[O:27])[CH:23]=[C:22]([CH:30]=O)[N:21]=1)(=[O:17])[CH3:16], predict the reaction product. The product is: [C:15]([O:18][CH2:19][C:20]1[CH:25]=[C:24]([C:26]([O:28][CH3:29])=[O:27])[CH:23]=[C:22]([CH2:30][NH:10][CH2:9][C:7]2[C:6]([CH2:11][CH:12]([CH3:14])[CH3:13])=[CH:5][CH:4]=[C:3]([O:2][CH3:1])[N:8]=2)[N:21]=1)(=[O:17])[CH3:16]. (4) Given the reactants [OH:1][C:2]1[CH:3]=[C:4]([CH:9]=[C:10]([O:12][C@@H:13]2[CH2:17][CH2:16][N:15]([CH3:18])[C:14]2=[O:19])[CH:11]=1)[C:5]([O:7][CH3:8])=[O:6].[N:20]1([C:24]([C:26]2[CH:31]=[N:30][C:29](Cl)=[CH:28][N:27]=2)=[O:25])[CH2:23][CH2:22][CH2:21]1.C(=O)([O-])[O-], predict the reaction product. The product is: [N:20]1([C:24]([C:26]2[N:27]=[CH:28][C:29]([O:1][C:2]3[CH:3]=[C:4]([CH:9]=[C:10]([O:12][C@@H:13]4[CH2:17][CH2:16][N:15]([CH3:18])[C:14]4=[O:19])[CH:11]=3)[C:5]([O:7][CH3:8])=[O:6])=[N:30][CH:31]=2)=[O:25])[CH2:23][CH2:22][CH2:21]1. (5) Given the reactants C1(S([N:7]2[CH2:12][CH2:11][N:10]([CH2:13][CH2:14][NH:15][C@:16]34[CH2:50][CH2:49][C@@H:48]([C:51]([CH3:53])=[CH2:52])[C@@H:17]3[C@@H:18]3[C@@:31]([CH3:34])([CH2:32][CH2:33]4)[C@@:30]4([CH3:35])[C@@H:21]([C@:22]5([CH3:47])[C@@H:27]([CH2:28][CH2:29]4)[C:26]([CH3:37])([CH3:36])[C:25]([C:38]4[CH:46]=[CH:45][C:41]([C:42]([OH:44])=[O:43])=[CH:40][CH:39]=4)=[CH:24][CH2:23]5)[CH2:20][CH2:19]3)[CH2:9][CH2:8]2)(=O)=O)CC1.[C:54](Cl)(=[O:56])[CH3:55], predict the reaction product. The product is: [C:54]([N:7]1[CH2:12][CH2:11][N:10]([CH2:13][CH2:14][NH:15][C@:16]23[CH2:50][CH2:49][C@@H:48]([C:51]([CH3:53])=[CH2:52])[C@@H:17]2[C@@H:18]2[C@@:31]([CH3:34])([CH2:32][CH2:33]3)[C@@:30]3([CH3:35])[C@@H:21]([C@:22]4([CH3:47])[C@@H:27]([CH2:28][CH2:29]3)[C:26]([CH3:37])([CH3:36])[C:25]([C:38]3[CH:39]=[CH:40][C:41]([C:42]([OH:44])=[O:43])=[CH:45][CH:46]=3)=[CH:24][CH2:23]4)[CH2:20][CH2:19]2)[CH2:9][CH2:8]1)(=[O:56])[CH3:55]. (6) The product is: [C:7]([O:11][C:12](=[O:26])[N:13]([CH2:14][CH2:15][C@H:16]1[CH2:17][CH2:18][C@H:19]([CH2:22][CH2:23][OH:24])[CH2:20][CH2:21]1)[CH3:25])([CH3:8])([CH3:10])[CH3:9]. Given the reactants [H-].[Al+3].[Li+].[H-].[H-].[H-].[C:7]([O:11][C:12](=[O:26])[N:13]([CH3:25])[CH2:14][CH2:15][C@H:16]1[CH2:21][CH2:20][C@H:19]([CH2:22][CH:23]=[O:24])[CH2:18][CH2:17]1)([CH3:10])([CH3:9])[CH3:8], predict the reaction product. (7) Given the reactants Br[C:2]1[CH:3]=[C:4]2[CH2:10][C@:9]3([CH:15]4[CH2:16][CH2:17][N:12]([CH2:13][CH2:14]4)[CH2:11]3)[O:8][C:5]2=[N:6][CH:7]=1.[S:18]1[C:22](B(O)O)=[CH:21][C:20]2[CH:26]=[CH:27][CH:28]=[CH:29][C:19]1=2, predict the reaction product. The product is: [S:18]1[C:22]([C:2]2[CH:3]=[C:4]3[CH2:10][C@:9]4([CH:15]5[CH2:16][CH2:17][N:12]([CH2:13][CH2:14]5)[CH2:11]4)[O:8][C:5]3=[N:6][CH:7]=2)=[CH:21][C:20]2[CH:26]=[CH:27][CH:28]=[CH:29][C:19]1=2.